This data is from Peptide-MHC class I binding affinity with 185,985 pairs from IEDB/IMGT. The task is: Regression. Given a peptide amino acid sequence and an MHC pseudo amino acid sequence, predict their binding affinity value. This is MHC class I binding data. (1) The peptide sequence is YRYEFNNDW. The MHC is HLA-B15:09 with pseudo-sequence HLA-B15:09. The binding affinity (normalized) is 0.0847. (2) The peptide sequence is RLGLVLDDYK. The MHC is HLA-A68:01 with pseudo-sequence HLA-A68:01. The binding affinity (normalized) is 0.425. (3) The peptide sequence is SIYVILKDPR. The MHC is HLA-A33:01 with pseudo-sequence HLA-A33:01. The binding affinity (normalized) is 0.292. (4) The MHC is HLA-A02:01 with pseudo-sequence HLA-A02:01. The peptide sequence is FIMRNFLRSI. The binding affinity (normalized) is 1.00. (5) The peptide sequence is IQSLMEMDY. The MHC is HLA-B15:01 with pseudo-sequence HLA-B15:01. The binding affinity (normalized) is 0.136. (6) The peptide sequence is RMIESRMSK. The MHC is HLA-B58:01 with pseudo-sequence HLA-B58:01. The binding affinity (normalized) is 0.0847. (7) The peptide sequence is WMIKPLGRW. The MHC is HLA-B57:01 with pseudo-sequence HLA-B57:01. The binding affinity (normalized) is 0.453.